The task is: Predict which catalyst facilitates the given reaction.. This data is from Catalyst prediction with 721,799 reactions and 888 catalyst types from USPTO. (1) Reactant: [F:1][C:2]([F:19])([F:18])[C:3]1[CH:8]=[CH:7][C:6]([C:9]2[C:10]([C:15](Cl)=[O:16])=[CH:11][CH:12]=[CH:13][CH:14]=2)=[CH:5][CH:4]=1.[NH2:20][C:21]1[CH:26]=[CH:25][C:24]([C:27](=[O:36])[CH2:28][CH2:29][C:30]2[CH:35]=[CH:34][CH:33]=[CH:32][N:31]=2)=[CH:23][CH:22]=1.C(N(CC)CC)C.O. Product: [N:31]1[CH:32]=[CH:33][CH:34]=[CH:35][C:30]=1[CH2:29][CH2:28][C:27]([C:24]1[CH:23]=[CH:22][C:21]([NH:20][C:15]([C:10]2[C:9]([C:6]3[CH:7]=[CH:8][C:3]([C:2]([F:19])([F:18])[F:1])=[CH:4][CH:5]=3)=[CH:14][CH:13]=[CH:12][CH:11]=2)=[O:16])=[CH:26][CH:25]=1)=[O:36]. The catalyst class is: 13. (2) Reactant: [CH2:1]([O:3][C:4]1[CH:12]=[CH:11][CH:10]=[CH:9][C:5]=1[C:6]([OH:8])=O)[CH3:2].CN(C(ON1N=NC2C=CC=NC1=2)=[N+](C)C)C.F[P-](F)(F)(F)(F)F.CCN(C(C)C)C(C)C.[NH:46]1[C:54]2[C:49](=[C:50]([C:55]3[CH:56]=[C:57]([NH2:64])[C:58]4[CH:59]=[N:60][NH:61][C:62]=4[CH:63]=3)[CH:51]=[CH:52][CH:53]=2)[CH:48]=[CH:47]1. Product: [CH2:1]([O:3][C:4]1[CH:12]=[CH:11][CH:10]=[CH:9][C:5]=1[C:6]([NH:64][C:57]1[CH:56]=[C:55]([C:50]2[CH:51]=[CH:52][CH:53]=[C:54]3[C:49]=2[CH:48]=[CH:47][NH:46]3)[CH:63]=[C:62]2[C:58]=1[CH:59]=[N:60][NH:61]2)=[O:8])[CH3:2]. The catalyst class is: 3. (3) Reactant: Br[C:2]1[CH:28]=[CH:27][C:5]2[C:6]([NH:20][C@H:21]([CH3:26])[C:22]([CH3:25])([CH3:24])[CH3:23])=[N:7][C:8]3[C:9]([C:15]#[C:16][CH:17]4[CH2:19][CH2:18]4)=[CH:10][NH:11][C:12](=[O:14])[C:13]=3[C:4]=2[CH:3]=1.CC1(C)C(C)(C)OB(C2C=NNC=2)O1.C(=O)([O-])[O-].[Na+].[Na+]. Product: [CH:17]1([C:16]#[C:15][C:9]2[C:8]3[N:7]=[C:6]([NH:20][C@H:21]([CH3:26])[C:22]([CH3:25])([CH3:23])[CH3:24])[C:5]4[CH:27]=[CH:28][CH:2]=[CH:3][C:4]=4[C:13]=3[C:12](=[O:14])[NH:11][CH:10]=2)[CH2:19][CH2:18]1. The catalyst class is: 3.